From a dataset of Forward reaction prediction with 1.9M reactions from USPTO patents (1976-2016). Predict the product of the given reaction. (1) The product is: [Cl:1][C:2]1[C:3]([O:21][CH3:22])=[C:4]2[N:10]=[C:9]([C:11]3[CH:16]=[CH:15][C:14]([O:17][CH2:18][CH2:19][N:23]4[CH2:28][CH2:27][O:26][CH2:25][CH2:24]4)=[CH:13][CH:12]=3)[NH:8][C:5]2=[N:6][CH:7]=1. Given the reactants [Cl:1][C:2]1[C:3]([O:21][CH3:22])=[C:4]2[N:10]=[C:9]([C:11]3[CH:16]=[CH:15][C:14]([O:17][CH2:18][CH2:19]Cl)=[CH:13][CH:12]=3)[NH:8][C:5]2=[N:6][CH:7]=1.[NH:23]1[CH2:28][CH2:27][O:26][CH2:25][CH2:24]1.CCN(C(C)C)C(C)C, predict the reaction product. (2) Given the reactants [CH:1]([C:4]1[CH:9]=[CH:8][C:7]([C:10]2[N:14]3[CH:15]=[N:16][C:17]4[N:21](S(C5C=CC(C)=CC=5)(=O)=O)[CH:20]=[CH:19][C:18]=4[C:13]3=[C:12]([CH:32]3[CH2:37][CH2:36][CH2:35][N:34]([C:38](=[O:40])[CH3:39])[CH2:33]3)[N:11]=2)=[CH:6][CH:5]=1)([CH3:3])[CH3:2].CCCC[N+](CCCC)(CCCC)CCCC.[F-], predict the reaction product. The product is: [CH:1]([C:4]1[CH:9]=[CH:8][C:7]([C:10]2[N:14]3[CH:15]=[N:16][C:17]4[NH:21][CH:20]=[CH:19][C:18]=4[C:13]3=[C:12]([CH:32]3[CH2:37][CH2:36][CH2:35][N:34]([C:38](=[O:40])[CH3:39])[CH2:33]3)[N:11]=2)=[CH:6][CH:5]=1)([CH3:3])[CH3:2]. (3) Given the reactants [Cl:1][C:2]1[C:7]([C:8]2[CH:13]=[CH:12][CH:11]=[C:10]([CH2:14][CH3:15])[CH:9]=2)=[C:6]([N:16]([CH2:28][CH2:29][CH2:30][CH2:31][O:32][CH3:33])[CH2:17][CH2:18][N:19](C)[C:20](=O)OC(C)(C)C)[CH:5]=[CH:4][CH:3]=1.Cl, predict the reaction product. The product is: [Cl:1][C:2]1[C:7]([C:8]2[CH:13]=[CH:12][CH:11]=[C:10]([CH2:14][CH3:15])[CH:9]=2)=[C:6]([N:16]([CH2:17][CH2:18][NH:19][CH3:20])[CH2:28][CH2:29][CH2:30][CH2:31][O:32][CH3:33])[CH:5]=[CH:4][CH:3]=1. (4) Given the reactants Cl.[NH2:2][C:3]1[C:4]2[C:14]([O:15][CH2:16][C:17]([NH2:20])([CH3:19])[CH3:18])=[CH:13][CH:12]=[CH:11][C:5]=2[NH:6][S:7](=[O:10])(=[O:9])[N:8]=1.[CH3:21][C:22]1[N:23]([C:28]2[CH:29]=[C:30]([CH:34]=[CH:35][N:36]=2)[C:31](O)=[O:32])[CH:24]=[C:25]([CH3:27])[N:26]=1, predict the reaction product. The product is: [NH2:2][C:3]1[C:4]2[C:14]([O:15][CH2:16][C:17]([NH:20][C:31](=[O:32])[C:30]3[CH:34]=[CH:35][N:36]=[C:28]([N:23]4[CH:24]=[C:25]([CH3:27])[N:26]=[C:22]4[CH3:21])[CH:29]=3)([CH3:18])[CH3:19])=[CH:13][CH:12]=[CH:11][C:5]=2[NH:6][S:7](=[O:10])(=[O:9])[N:8]=1.